From a dataset of Catalyst prediction with 721,799 reactions and 888 catalyst types from USPTO. Predict which catalyst facilitates the given reaction. (1) Reactant: [CH3:1][N:2]1[CH2:14][CH2:13][C:12]2[C:11]3[C:6](=[CH:7][CH:8]=[C:9]([CH3:15])[CH:10]=3)[NH:5][C:4]=2[CH2:3]1.N1CCC[C@H]1C(O)=O.[O-]P([O-])([O-])=O.[K+].[K+].[K+].Br[CH:33]=[C:34]([C:36]1[CH:41]=[CH:40][C:39]([Cl:42])=[C:38]([Cl:43])[CH:37]=1)[CH3:35]. Product: [Cl:43][C:38]1[CH:37]=[C:36]([C:34]([CH3:35])=[CH:33][N:5]2[C:6]3[C:11](=[CH:10][C:9]([CH3:15])=[CH:8][CH:7]=3)[C:12]3[CH2:13][CH2:14][N:2]([CH3:1])[CH2:3][C:4]2=3)[CH:41]=[CH:40][C:39]=1[Cl:42]. The catalyst class is: 122. (2) Reactant: [CH2:1]([O:3][C:4](=[O:29])[CH2:5][CH2:6][C:7]1[N:8]([C:19]2[CH:24]=[CH:23][C:22]([C:25](=[O:27])[NH2:26])=[CH:21][C:20]=2[CH3:28])[C:9]([C:12]2[CH:17]=[CH:16][C:15]([NH2:18])=[CH:14][CH:13]=2)=[CH:10][CH:11]=1)[CH3:2].C(N(CC)CC)C.S([NH:47][N:48]=[CH:49][CH:50](Cl)Cl)(C1C=CC(C)=CC=1)(=O)=O. Product: [CH2:1]([O:3][C:4](=[O:29])[CH2:5][CH2:6][C:7]1[N:8]([C:19]2[CH:24]=[CH:23][C:22]([C:25](=[O:27])[NH2:26])=[CH:21][C:20]=2[CH3:28])[C:9]([C:12]2[CH:13]=[CH:14][C:15]([N:18]3[CH:50]=[CH:49][N:48]=[N:47]3)=[CH:16][CH:17]=2)=[CH:10][CH:11]=1)[CH3:2]. The catalyst class is: 24. (3) Reactant: CC(OC(/N=N/C(OC(C)C)=O)=O)C.[N:15]1([CH2:21][C:22]#[C:23][C:24]2[CH:29]=[CH:28][C:27]([C:30]([C:34]3[CH:39]=[CH:38][C:37]([C:40]#[C:41][CH2:42][N:43]4[CH2:48][CH2:47][O:46][CH2:45][CH2:44]4)=[CH:36][CH:35]=3)=[CH:31][CH2:32][OH:33])=[CH:26][CH:25]=2)[CH2:20][CH2:19][O:18][CH2:17][CH2:16]1.C1(P(C2C=CC=CC=2)C2C=CC=CC=2)C=CC=CC=1.[CH3:68][O:69][C:70](=[O:81])[CH2:71][O:72][C:73]1[CH:78]=[CH:77][C:76](O)=[CH:75][C:74]=1[CH3:80]. Product: [N:15]1([CH2:21][C:22]#[C:23][C:24]2[CH:29]=[CH:28][C:27]([C:30]([C:34]3[CH:39]=[CH:38][C:37]([C:40]#[C:41][CH2:42][N:43]4[CH2:44][CH2:45][O:46][CH2:47][CH2:48]4)=[CH:36][CH:35]=3)=[CH:31][CH2:32][O:33][C:76]3[CH:77]=[CH:78][C:73]([O:72][CH2:71][C:70]([O:69][CH3:68])=[O:81])=[C:74]([CH3:80])[CH:75]=3)=[CH:26][CH:25]=2)[CH2:16][CH2:17][O:18][CH2:19][CH2:20]1. The catalyst class is: 207. (4) Reactant: [N:1]1([CH2:6][C:7]2[CH:12]=[CH:11][C:10]([C:13]3[CH:17]=[C:16]([CH2:18][CH:19]([CH3:21])[CH3:20])[S:15][C:14]=3[S:22]([NH2:25])(=[O:24])=[O:23])=[CH:9][CH:8]=2)[CH:5]=[CH:4][N:3]=[CH:2]1.[OH-].[Na+].[CH2:28]([S:32](Cl)(=[O:34])=[O:33])[CH2:29][CH2:30][CH3:31]. Product: [CH2:28]([S:32]([NH:25][S:22]([C:14]1[S:15][C:16]([CH2:18][CH:19]([CH3:21])[CH3:20])=[CH:17][C:13]=1[C:10]1[CH:11]=[CH:12][C:7]([CH2:6][N:1]2[CH:5]=[CH:4][N:3]=[CH:2]2)=[CH:8][CH:9]=1)(=[O:24])=[O:23])(=[O:34])=[O:33])[CH2:29][CH2:30][CH3:31]. The catalyst class is: 56. (5) Reactant: N#N.[CH3:3][C:4]1([C:9]2[CH:10]=[C:11]([CH:21]=[CH:22][CH:23]=2)[CH2:12][N:13]2[N:17]=[C:16]([N+:18]([O-])=O)[CH:15]=[N:14]2)[O:8][CH2:7][CH2:6][O:5]1.[NH4+].[Cl-]. Product: [CH3:3][C:4]1([C:9]2[CH:10]=[C:11]([CH:21]=[CH:22][CH:23]=2)[CH2:12][N:13]2[N:17]=[C:16]([NH2:18])[CH:15]=[N:14]2)[O:8][CH2:7][CH2:6][O:5]1. The catalyst class is: 314. (6) Reactant: [CH2:1]([O:4][C:5]1([CH3:34])[CH2:10][CH2:9][N:8]([C:11]2[N:16]3[N:17]=[C:18]([CH2:20]I)[CH:19]=[C:15]3[N:14]=[C:13]([CH3:22])[C:12]=2[C@H:23]([O:29][C:30]([CH3:33])([CH3:32])[CH3:31])[C:24]([O:26][CH2:27][CH3:28])=[O:25])[CH2:7][CH2:6]1)[CH:2]=[CH2:3].[F:35][C:36]1[CH:37]=[CH:38][C:39]([O:44][C@H:45]([CH2:47][CH:48]=[CH2:49])[CH3:46])=[C:40]([CH2:42][OH:43])[CH:41]=1.[H-].[Na+]. Product: [CH2:1]([O:4][C:5]1([CH3:34])[CH2:10][CH2:9][N:8]([C:11]2[N:16]3[N:17]=[C:18]([CH2:20][O:43][CH2:42][C:40]4[CH:41]=[C:36]([F:35])[CH:37]=[CH:38][C:39]=4[O:44][C@H:45]([CH2:47][CH:48]=[CH2:49])[CH3:46])[CH:19]=[C:15]3[N:14]=[C:13]([CH3:22])[C:12]=2[C@H:23]([O:29][C:30]([CH3:33])([CH3:32])[CH3:31])[C:24]([O:26][CH2:27][CH3:28])=[O:25])[CH2:7][CH2:6]1)[CH:2]=[CH2:3]. The catalyst class is: 31.